Dataset: Peptide-MHC class I binding affinity with 185,985 pairs from IEDB/IMGT. Task: Regression. Given a peptide amino acid sequence and an MHC pseudo amino acid sequence, predict their binding affinity value. This is MHC class I binding data. (1) The peptide sequence is MPALTIACM. The MHC is HLA-B53:01 with pseudo-sequence HLA-B53:01. The binding affinity (normalized) is 0.700. (2) The peptide sequence is EVHIYYLEK. The MHC is HLA-A02:01 with pseudo-sequence HLA-A02:01. The binding affinity (normalized) is 0.0847. (3) The peptide sequence is MIDNQKLSY. The MHC is HLA-A26:01 with pseudo-sequence HLA-A26:01. The binding affinity (normalized) is 0.0335.